From a dataset of Peptide-MHC class I binding affinity with 185,985 pairs from IEDB/IMGT. Regression. Given a peptide amino acid sequence and an MHC pseudo amino acid sequence, predict their binding affinity value. This is MHC class I binding data. (1) The peptide sequence is AVTAALHRK. The binding affinity (normalized) is 0.0847. The MHC is HLA-B48:01 with pseudo-sequence HLA-B48:01. (2) The peptide sequence is GASGNIVSSV. The MHC is HLA-B57:01 with pseudo-sequence HLA-B57:01. The binding affinity (normalized) is 0.0803. (3) The peptide sequence is VRQRVIPVY. The binding affinity (normalized) is 0. The MHC is HLA-A02:06 with pseudo-sequence HLA-A02:06.